This data is from Full USPTO retrosynthesis dataset with 1.9M reactions from patents (1976-2016). The task is: Predict the reactants needed to synthesize the given product. (1) Given the product [F:1][C:2]1[CH:3]=[C:4]([CH2:9][C:10]([Cl:16])=[O:12])[CH:5]=[CH:6][C:7]=1[F:8], predict the reactants needed to synthesize it. The reactants are: [F:1][C:2]1[CH:3]=[C:4]([CH2:9][C:10]([OH:12])=O)[CH:5]=[CH:6][C:7]=1[F:8].C(Cl)(=O)C([Cl:16])=O. (2) Given the product [C:1]1([C:7]2[C:15]3[C:10](=[N:11][CH:12]=[C:13]([C:16]4[CH:21]=[CH:20][CH:19]=[CH:18][C:17]=4[OH:22])[CH:14]=3)[NH:9][CH:8]=2)[CH:2]=[CH:3][CH:4]=[CH:5][CH:6]=1, predict the reactants needed to synthesize it. The reactants are: [C:1]1([C:7]2[C:15]3[C:10](=[N:11][CH:12]=[C:13]([C:16]4[CH:21]=[CH:20][CH:19]=[CH:18][C:17]=4[O:22]C)[CH:14]=3)[NH:9][CH:8]=2)[CH:6]=[CH:5][CH:4]=[CH:3][CH:2]=1.B(Br)(Br)Br.CO. (3) Given the product [CH2:25]([NH:32][C:15]1[C:14]([C:20]([F:23])([F:22])[F:21])=[C:13]([CH:18]=[CH:17][CH:16]=1)[C:12]([NH:11][CH2:10][C:3]1[C:4](=[O:9])[NH:5][C:6]([CH3:8])=[CH:7][C:2]=1[CH3:1])=[O:24])[C:26]1[CH:31]=[CH:30][CH:29]=[CH:28][CH:27]=1, predict the reactants needed to synthesize it. The reactants are: [CH3:1][C:2]1[CH:7]=[C:6]([CH3:8])[NH:5][C:4](=[O:9])[C:3]=1[CH2:10][NH:11][C:12](=[O:24])[C:13]1[CH:18]=[CH:17][CH:16]=[C:15](F)[C:14]=1[C:20]([F:23])([F:22])[F:21].[CH2:25]([NH2:32])[C:26]1[CH:31]=[CH:30][CH:29]=[CH:28][CH:27]=1. (4) The reactants are: Cl[C:2]1[C:7]([N+:8]([O-:10])=[O:9])=[CH:6][N:5]=[C:4]2[CH2:11][CH2:12][CH2:13][C:3]=12.[CH3:14][C@H:15]1[CH2:20][NH:19][CH2:18][C@@H:17]([NH:21][C:22](=[O:28])[O:23][C:24]([CH3:27])([CH3:26])[CH3:25])[CH2:16]1.C(N(CC)CC)C. Given the product [CH3:14][C@H:15]1[CH2:20][N:19]([C:2]2[C:7]([N+:8]([O-:10])=[O:9])=[CH:6][N:5]=[C:4]3[CH2:11][CH2:12][CH2:13][C:3]=23)[CH2:18][C@@H:17]([NH:21][C:22](=[O:28])[O:23][C:24]([CH3:27])([CH3:26])[CH3:25])[CH2:16]1, predict the reactants needed to synthesize it. (5) Given the product [NH2:1][C:4]1[CH:5]=[C:6]([CH:36]=[C:37]([NH2:39])[CH:38]=1)[C:7]([O:9][CH2:10][CH2:11][CH2:12][CH2:13][CH2:14][CH2:15][CH2:16][CH2:17][O:18][C:19]1[CH:24]=[CH:23][C:22](/[CH:25]=[C:26](\[C:34]#[N:35])/[C:27]2[CH:32]=[CH:31][C:30]([F:33])=[CH:29][CH:28]=2)=[CH:21][CH:20]=1)=[O:8], predict the reactants needed to synthesize it. The reactants are: [N+:1]([C:4]1[CH:5]=[C:6]([CH:36]=[C:37]([N+:39]([O-])=O)[CH:38]=1)[C:7]([O:9][CH2:10][CH2:11][CH2:12][CH2:13][CH2:14][CH2:15][CH2:16][CH2:17][O:18][C:19]1[CH:24]=[CH:23][C:22](/[CH:25]=[C:26](\[C:34]#[N:35])/[C:27]2[CH:32]=[CH:31][C:30]([F:33])=[CH:29][CH:28]=2)=[CH:21][CH:20]=1)=[O:8])([O-])=O. (6) Given the product [CH3:13][N:7]([CH2:6][C:5]1[CH:4]=[CH:3][C:2]([NH:1][S:17]([CH3:16])(=[O:19])=[O:18])=[CH:15][CH:14]=1)[CH2:8][C:9]([O:11][CH3:12])=[O:10], predict the reactants needed to synthesize it. The reactants are: [NH2:1][C:2]1[CH:15]=[CH:14][C:5]([CH2:6][N:7]([CH3:13])[CH2:8][C:9]([O:11][CH3:12])=[O:10])=[CH:4][CH:3]=1.[CH3:16][S:17](Cl)(=[O:19])=[O:18]. (7) Given the product [CH3:10][O:5][C:4](=[O:6])[CH2:3][C@@H:2]([NH2:1])[CH2:7][CH3:8], predict the reactants needed to synthesize it. The reactants are: [NH2:1][CH:2]([CH2:7][CH3:8])[CH2:3][C:4]([OH:6])=[O:5].[Si](C=[N+]=[N-])(C)(C)[CH3:10]. (8) Given the product [Br:1][C:10]1[CH:11]=[C:12]2[C:7]([N:6]=[CH:5][C:4](=[O:13])[NH:3]2)=[CH:8][CH:9]=1, predict the reactants needed to synthesize it. The reactants are: [Br:1]Br.[NH:3]1[C:12]2[C:7](=[CH:8][CH:9]=[CH:10][CH:11]=2)[N:6]=[CH:5][C:4]1=[O:13].